From a dataset of NCI-60 drug combinations with 297,098 pairs across 59 cell lines. Regression. Given two drug SMILES strings and cell line genomic features, predict the synergy score measuring deviation from expected non-interaction effect. (1) Drug 1: CC(C1=C(C=CC(=C1Cl)F)Cl)OC2=C(N=CC(=C2)C3=CN(N=C3)C4CCNCC4)N. Drug 2: CC1=CC2C(CCC3(C2CCC3(C(=O)C)OC(=O)C)C)C4(C1=CC(=O)CC4)C. Cell line: SF-539. Synergy scores: CSS=-1.18, Synergy_ZIP=-0.611, Synergy_Bliss=-3.03, Synergy_Loewe=-4.67, Synergy_HSA=-3.38. (2) Drug 1: C1CCC(C1)C(CC#N)N2C=C(C=N2)C3=C4C=CNC4=NC=N3. Drug 2: CCC1(CC2CC(C3=C(CCN(C2)C1)C4=CC=CC=C4N3)(C5=C(C=C6C(=C5)C78CCN9C7C(C=CC9)(C(C(C8N6C=O)(C(=O)OC)O)OC(=O)C)CC)OC)C(=O)OC)O.OS(=O)(=O)O. Cell line: T-47D. Synergy scores: CSS=28.8, Synergy_ZIP=-0.168, Synergy_Bliss=0.594, Synergy_Loewe=-39.1, Synergy_HSA=-3.77. (3) Drug 1: CC1=C(C=C(C=C1)C(=O)NC2=CC(=CC(=C2)C(F)(F)F)N3C=C(N=C3)C)NC4=NC=CC(=N4)C5=CN=CC=C5. Drug 2: COC1=C2C(=CC3=C1OC=C3)C=CC(=O)O2. Cell line: SR. Synergy scores: CSS=-1.55, Synergy_ZIP=-1.87, Synergy_Bliss=-5.25, Synergy_Loewe=-6.70, Synergy_HSA=-6.32. (4) Drug 1: CNC(=O)C1=NC=CC(=C1)OC2=CC=C(C=C2)NC(=O)NC3=CC(=C(C=C3)Cl)C(F)(F)F. Drug 2: COCCOC1=C(C=C2C(=C1)C(=NC=N2)NC3=CC=CC(=C3)C#C)OCCOC.Cl. Cell line: SNB-19. Synergy scores: CSS=-2.43, Synergy_ZIP=0.360, Synergy_Bliss=-0.538, Synergy_Loewe=-4.00, Synergy_HSA=-2.24. (5) Drug 1: CC1=C(C(=O)C2=C(C1=O)N3CC4C(C3(C2COC(=O)N)OC)N4)N. Drug 2: CC1C(C(CC(O1)OC2CC(CC3=C2C(=C4C(=C3O)C(=O)C5=C(C4=O)C(=CC=C5)OC)O)(C(=O)CO)O)N)O.Cl. Cell line: RXF 393. Synergy scores: CSS=46.6, Synergy_ZIP=-5.45, Synergy_Bliss=-4.19, Synergy_Loewe=-2.38, Synergy_HSA=-0.648. (6) Drug 1: C1CNP(=O)(OC1)N(CCCl)CCCl. Drug 2: CC1CCCC2(C(O2)CC(NC(=O)CC(C(C(=O)C(C1O)C)(C)C)O)C(=CC3=CSC(=N3)C)C)C. Cell line: SNB-19. Synergy scores: CSS=46.1, Synergy_ZIP=3.46, Synergy_Bliss=2.05, Synergy_Loewe=-27.9, Synergy_HSA=3.22. (7) Drug 1: CC1=C2C(C(=O)C3(C(CC4C(C3C(C(C2(C)C)(CC1OC(=O)C(C(C5=CC=CC=C5)NC(=O)OC(C)(C)C)O)O)OC(=O)C6=CC=CC=C6)(CO4)OC(=O)C)OC)C)OC. Drug 2: CC1C(C(CC(O1)OC2CC(CC3=C2C(=C4C(=C3O)C(=O)C5=C(C4=O)C(=CC=C5)OC)O)(C(=O)CO)O)N)O.Cl. Cell line: NCI-H322M. Synergy scores: CSS=41.1, Synergy_ZIP=-5.29, Synergy_Bliss=-7.96, Synergy_Loewe=-3.12, Synergy_HSA=-2.77. (8) Drug 1: CCC1=CC2CC(C3=C(CN(C2)C1)C4=CC=CC=C4N3)(C5=C(C=C6C(=C5)C78CCN9C7C(C=CC9)(C(C(C8N6C)(C(=O)OC)O)OC(=O)C)CC)OC)C(=O)OC.C(C(C(=O)O)O)(C(=O)O)O. Drug 2: CC1=C(C(CCC1)(C)C)C=CC(=CC=CC(=CC(=O)O)C)C. Cell line: UACC62. Synergy scores: CSS=53.4, Synergy_ZIP=-3.41, Synergy_Bliss=-0.490, Synergy_Loewe=-12.2, Synergy_HSA=4.21. (9) Drug 1: CC12CCC3C(C1CCC2=O)CC(=C)C4=CC(=O)C=CC34C. Drug 2: CC(CN1CC(=O)NC(=O)C1)N2CC(=O)NC(=O)C2. Cell line: HS 578T. Synergy scores: CSS=38.8, Synergy_ZIP=1.53, Synergy_Bliss=5.72, Synergy_Loewe=-1.19, Synergy_HSA=6.42. (10) Drug 1: C1=NC2=C(N1)C(=S)N=C(N2)N. Drug 2: C1CN(CCN1C(=O)CCBr)C(=O)CCBr. Cell line: HCC-2998. Synergy scores: CSS=32.3, Synergy_ZIP=-4.81, Synergy_Bliss=-3.27, Synergy_Loewe=-13.8, Synergy_HSA=-1.36.